This data is from Forward reaction prediction with 1.9M reactions from USPTO patents (1976-2016). The task is: Predict the product of the given reaction. (1) Given the reactants Cl[C:2]1[C:3]2[C:4](=[CH:14][N:15](CC3C=CC(OC)=CC=3)[N:16]=2)[N:5]=[C:6]([C:8]2[CH:13]=[CH:12][N:11]=[CH:10][CH:9]=2)[N:7]=1.[O:26]1[CH2:31][CH2:30][N:29]([C:32]2[CH:38]=[CH:37][C:35]([NH2:36])=[CH:34][CH:33]=2)[CH2:28][CH2:27]1.Cl, predict the reaction product. The product is: [O:26]1[CH2:27][CH2:28][N:29]([C:32]2[CH:33]=[CH:34][C:35]([NH:36][C:2]3[C:3]4[NH:16][N:15]=[CH:14][C:4]=4[N:5]=[C:6]([C:8]4[CH:9]=[CH:10][N:11]=[CH:12][CH:13]=4)[N:7]=3)=[CH:37][CH:38]=2)[CH2:30][CH2:31]1. (2) The product is: [CH3:19][N:18]([CH3:20])[C:13]1[CH:14]=[C:15]([F:17])[CH:16]=[C:11]([F:10])[C:12]=1[N:21]1[C:6]([CH3:8])=[CH:7][C:2]([OH:1])=[CH:3][C:4]1=[O:9]. Given the reactants [OH:1][C:2]1[CH:7]=[C:6]([CH3:8])O[C:4](=[O:9])[CH:3]=1.[F:10][C:11]1[CH:16]=[C:15]([F:17])[CH:14]=[C:13]([N:18]([CH3:20])[CH3:19])[C:12]=1[NH2:21], predict the reaction product. (3) Given the reactants [S:1]([O:8]S(C(F)(F)F)(=O)=O)([C:4]([F:7])([F:6])[F:5])(=[O:3])=[O:2].O[C:17]1[CH:26]=[C:25]([CH3:27])[CH:24]=[CH:23][C:18]=1[C:19]([O:21][CH3:22])=[O:20], predict the reaction product. The product is: [F:5][C:4]([F:7])([F:6])[S:1]([O:8][C:17]1[CH:26]=[C:25]([CH3:27])[CH:24]=[CH:23][C:18]=1[C:19]([O:21][CH3:22])=[O:20])(=[O:3])=[O:2]. (4) The product is: [C:31]([C:28]([C:24]1[CH:23]=[C:22]([CH:27]=[CH:26][CH:25]=1)[C:21]([NH:20][C:14]1[CH:15]=[CH:16][C:17]([CH2:18][CH3:19])=[C:12]([O:11][C:6]2[N:5]=[C:4]3[S:3][C:2]([NH:1][C:38](=[O:37])[CH2:39][OH:40])=[N:10][C:9]3=[CH:8][CH:7]=2)[CH:13]=1)=[O:33])([CH3:30])[CH3:29])#[N:32]. Given the reactants [NH2:1][C:2]1[S:3][C:4]2[C:9]([N:10]=1)=[CH:8][CH:7]=[C:6]([O:11][C:12]1[CH:13]=[C:14]([NH:20][C:21](=[O:33])[C:22]3[CH:27]=[CH:26][CH:25]=[C:24]([C:28]([C:31]#[N:32])([CH3:30])[CH3:29])[CH:23]=3)[CH:15]=[CH:16][C:17]=1[CH2:18][CH3:19])[N:5]=2.C([O:37][CH2:38][C:39](Cl)=[O:40])(=O)C.C(=O)([O-])[O-].[K+].[K+], predict the reaction product. (5) Given the reactants C(O)(C(F)(F)F)=O.[F:8][C:9]1[C:10]([C:23]2[CH2:24][CH2:25][N:26]([CH3:29])[CH2:27][CH:28]=2)=[C:11]([NH:15]C(=O)OC(C)(C)C)[CH:12]=[N:13][CH:14]=1, predict the reaction product. The product is: [F:8][C:9]1[C:10]([C:23]2[CH2:24][CH2:25][N:26]([CH3:29])[CH2:27][CH:28]=2)=[C:11]([NH2:15])[CH:12]=[N:13][CH:14]=1. (6) Given the reactants [NH2:1][C:2]1[CH:7]=[CH:6][C:5]([N:8]([CH2:11][CH3:12])[CH2:9][CH3:10])=[CH:4][C:3]=1[C:13]1[CH:14]=[C:15]([CH:30]=[CH:31][N:32]=1)[C:16]([NH:18][CH2:19][C:20]1[CH:25]=[CH:24][CH:23]=[C:22]([C:26]([F:29])([F:28])[F:27])[CH:21]=1)=[O:17].[I:33][C:34]1[CH:35]=[C:36]([CH:40]=[CH:41][CH:42]=1)[C:37](O)=[O:38].CCN(C(C)C)C(C)C.CN(C(ON1N=NC2C=CC=NC1=2)=[N+](C)C)C.F[P-](F)(F)(F)(F)F, predict the reaction product. The product is: [CH2:9]([N:8]([CH2:11][CH3:12])[C:5]1[CH:6]=[CH:7][C:2]([NH:1][C:37](=[O:38])[C:36]2[CH:40]=[CH:41][CH:42]=[C:34]([I:33])[CH:35]=2)=[C:3]([C:13]2[CH:14]=[C:15]([CH:30]=[CH:31][N:32]=2)[C:16]([NH:18][CH2:19][C:20]2[CH:25]=[CH:24][CH:23]=[C:22]([C:26]([F:27])([F:28])[F:29])[CH:21]=2)=[O:17])[CH:4]=1)[CH3:10].